This data is from Reaction yield outcomes from USPTO patents with 853,638 reactions. The task is: Predict the reaction yield, written as a fraction of the theoretical maximum amount of product (1.0 means a 100% yield; for example, 0.34 means a 34% yield). (1) The reactants are [NH2:1][CH2:2][CH2:3][CH2:4][N:5]([CH3:13])[C:6](=[O:12])[O:7][C:8]([CH3:11])([CH3:10])[CH3:9].[Br:14][C:15]1[C:16](Cl)=[N:17][C:18]([Cl:21])=[N:19][CH:20]=1. The catalyst is CO. The product is [Br:14][C:15]1[C:16]([NH:1][CH2:2][CH2:3][CH2:4][N:5]([CH3:13])[C:6](=[O:12])[O:7][C:8]([CH3:10])([CH3:9])[CH3:11])=[N:17][C:18]([Cl:21])=[N:19][CH:20]=1. The yield is 0.920. (2) The reactants are [Br:1][C:2]1[CH:7]=[CH:6][C:5]([C@@H:8]([CH2:12][OH:13])[CH2:9][C:10]#[N:11])=[C:4]([O:14][CH3:15])[CH:3]=1.[O:16](C(OC(C)(C)C)=O)[C:17]([O:19][C:20]([CH3:23])([CH3:22])[CH3:21])=O.[BH4-].[Na+].C(NCC)C. The product is [C:20]([O:19][C:17](=[O:16])[NH:11][CH2:10][CH2:9][C@@H:8]([C:5]1[CH:6]=[CH:7][C:2]([Br:1])=[CH:3][C:4]=1[O:14][CH3:15])[CH2:12][OH:13])([CH3:23])([CH3:22])[CH3:21]. The yield is 0.640. The catalyst is CO. (3) The reactants are [F:1][C:2]1[CH:7]=[CH:6][CH:5]=[CH:4][C:3]=1[N:8]1[CH2:13][CH2:12][N:11]([CH2:14][CH2:15][NH2:16])[CH2:10][CH2:9]1.[C:17]([N:21]1[C:25]([CH2:26][CH:27]([CH3:29])[CH3:28])=[CH:24][C:23]([CH:30]=O)=[N:22]1)([CH3:20])([CH3:19])[CH3:18]. No catalyst specified. The product is [C:17]([N:21]1[C:25]([CH2:26][CH:27]([CH3:28])[CH3:29])=[CH:24][C:23]([CH2:30][NH:16][CH2:15][CH2:14][N:11]2[CH2:10][CH2:9][N:8]([C:3]3[CH:4]=[CH:5][CH:6]=[CH:7][C:2]=3[F:1])[CH2:13][CH2:12]2)=[N:22]1)([CH3:20])([CH3:19])[CH3:18]. The yield is 0.767. (4) The yield is 0.930. The product is [I-:3].[Cl:4][C:5]1[CH:10]=[CH:9][C:8]([C:11]2([CH2:14][N+:15]3([CH2:1][CH3:2])[CH2:19][CH2:18][CH2:17][CH2:16]3)[CH2:12][CH2:13]2)=[CH:7][CH:6]=1. The reactants are [CH2:1]([I:3])[CH3:2].[Cl:4][C:5]1[CH:10]=[CH:9][C:8]([C:11]2([CH2:14][N:15]3[CH2:19][CH2:18][CH2:17][CH2:16]3)[CH2:13][CH2:12]2)=[CH:7][CH:6]=1. The catalyst is CO. (5) The reactants are [H-].[Na+].[F:3][C:4]1[CH:13]=[CH:12][C:11]([OH:14])=[C:10]2[C:5]=1[CH:6]=[CH:7][CH:8]=[N:9]2.[CH2:15](Br)[CH:16]=[CH2:17].O. The catalyst is CN(C=O)C. The product is [CH2:17]([C:12]1[C:11]([OH:14])=[C:10]2[C:5]([CH:6]=[CH:7][CH:8]=[N:9]2)=[C:4]([F:3])[CH:13]=1)[CH:16]=[CH2:15]. The yield is 0.960. (6) The reactants are [CH2:1]([N:3]1[CH2:8][CH2:7][O:6][CH:5]([C:9]2[CH:14]=[CH:13][C:12]([NH2:15])=[CH:11][CH:10]=2)[CH2:4]1)[CH3:2].CS([C:19]1[N:24]=[CH:23][C:22]2=[CH:25][CH:26]=[C:27]([C:28]3[CH:33]=[CH:32][CH:31]=[CH:30][C:29]=3[N:34]([CH3:39])[S:35]([CH3:38])(=[O:37])=[O:36])[N:21]2[N:20]=1)=O. No catalyst specified. The product is [CH2:1]([N:3]1[CH2:8][CH2:7][O:6][CH:5]([C:9]2[CH:14]=[CH:13][C:12]([NH:15][C:19]3[N:24]=[CH:23][C:22]4=[CH:25][CH:26]=[C:27]([C:28]5[CH:33]=[CH:32][CH:31]=[CH:30][C:29]=5[N:34]([CH3:39])[S:35]([CH3:38])(=[O:37])=[O:36])[N:21]4[N:20]=3)=[CH:11][CH:10]=2)[CH2:4]1)[CH3:2]. The yield is 0.220.